From a dataset of Full USPTO retrosynthesis dataset with 1.9M reactions from patents (1976-2016). Predict the reactants needed to synthesize the given product. Given the product [NH2:1][C:2]1[NH:17][C:4](=[S:3])[C:5]([C:15]#[N:16])=[C:6]([C:10]2[O:11][CH:12]=[CH:13][CH:14]=2)[C:7]=1[C:8]#[N:9], predict the reactants needed to synthesize it. The reactants are: [NH2:1][C:2]1[S:3][C:4]([NH2:17])=[C:5]([C:15]#[N:16])[CH:6]([C:10]2[O:11][CH:12]=[CH:13][CH:14]=2)[C:7]=1[C:8]#[N:9].[OH-].[NH4+].